From a dataset of Aqueous solubility values for 9,982 compounds from the AqSolDB database. Regression/Classification. Given a drug SMILES string, predict its absorption, distribution, metabolism, or excretion properties. Task type varies by dataset: regression for continuous measurements (e.g., permeability, clearance, half-life) or binary classification for categorical outcomes (e.g., BBB penetration, CYP inhibition). For this dataset (solubility_aqsoldb), we predict Y. (1) The molecule is O=C[O-].O=C[O-].[Ca+2]. The Y is 0.121 log mol/L. (2) The compound is CC(C)c1cc(Oc2ccccc2)cc(C(C)C)c1NC(=S)NC(C)(C)C. The Y is -6.81 log mol/L. (3) The compound is Nc1ccc(S(=O)(=O)N=C2CC=CN2)cc1. The Y is -1.69 log mol/L. (4) The compound is C=CCl. The Y is -1.36 log mol/L.